Dataset: Full USPTO retrosynthesis dataset with 1.9M reactions from patents (1976-2016). Task: Predict the reactants needed to synthesize the given product. The reactants are: [OH:1][NH:2][C:3](=[NH:22])[C:4]1[CH:21]=[CH:20][C:7]2[CH2:8][CH2:9][N:10]([C:13]([O:15][C:16]([CH3:19])([CH3:18])[CH3:17])=[O:14])[CH2:11][CH2:12][C:6]=2[CH:5]=1.[C:23]([C:25]1[CH:26]=[C:27]([CH:31]=[CH:32][C:33]=1[O:34][CH:35]([CH3:37])[CH3:36])[C:28](Cl)=O)#[N:24]. Given the product [C:23]([C:25]1[CH:26]=[C:27]([C:28]2[O:1][N:2]=[C:3]([C:4]3[CH:21]=[CH:20][C:7]4[CH2:8][CH2:9][N:10]([C:13]([O:15][C:16]([CH3:18])([CH3:19])[CH3:17])=[O:14])[CH2:11][CH2:12][C:6]=4[CH:5]=3)[N:22]=2)[CH:31]=[CH:32][C:33]=1[O:34][CH:35]([CH3:36])[CH3:37])#[N:24], predict the reactants needed to synthesize it.